From a dataset of Forward reaction prediction with 1.9M reactions from USPTO patents (1976-2016). Predict the product of the given reaction. (1) Given the reactants [Br-].[CH3:2][O:3][C:4]([C:6]1[CH:31]=[CH:30][C:9]([CH2:10][P+](C2C=CC=CC=2)(C2C=CC=CC=2)C2C=CC=CC=2)=[CH:8][C:7]=1[C:32]1[CH:37]=[CH:36][CH:35]=[CH:34][CH:33]=1)=[O:5].[F:38][C:39]1[CH:44]=[CH:43][C:42]([C:45](=O)[CH2:46][N:47]2[C:51]([CH3:52])=[CH:50][N:49]=[CH:48]2)=[CH:41][CH:40]=1, predict the reaction product. The product is: [F:38][C:39]1[CH:44]=[CH:43][C:42]([C:45]([CH2:46][N:47]2[C:51]([CH3:52])=[CH:50][N:49]=[CH:48]2)=[CH:10][C:9]2[CH:30]=[CH:31][C:6]([C:4]([O:3][CH3:2])=[O:5])=[C:7]([C:32]3[CH:37]=[CH:36][CH:35]=[CH:34][CH:33]=3)[CH:8]=2)=[CH:41][CH:40]=1. (2) Given the reactants [OH-].[Na+].C(O)C.[CH3:6][N:7]1[C:11]2[CH:12]=[CH:13][CH:14]=[C:15]([C:16]3[CH:17]=[C:18]([CH:24]=[CH:25][CH:26]=3)[C:19]([O:21]CC)=[O:20])[C:10]=2[N:9]=[C:8]1[NH:27][C:28]1[CH:33]=[CH:32][CH:31]=[C:30]([C:34]([F:37])([F:36])[F:35])[CH:29]=1, predict the reaction product. The product is: [CH3:6][N:7]1[C:11]2[CH:12]=[CH:13][CH:14]=[C:15]([C:16]3[CH:17]=[C:18]([CH:24]=[CH:25][CH:26]=3)[C:19]([OH:21])=[O:20])[C:10]=2[N:9]=[C:8]1[NH:27][C:28]1[CH:33]=[CH:32][CH:31]=[C:30]([C:34]([F:36])([F:35])[F:37])[CH:29]=1. (3) The product is: [CH3:18][O:19][C:20]1[C:27]([CH:2]2[CH2:11][CH2:10][C:9]3[C:4](=[CH:5][C:6]([O:12][CH3:13])=[CH:7][CH:8]=3)[C:3]2=[O:14])=[CH:26][C:25]([O:32][CH3:33])=[CH:24][C:21]=1[C:22]#[N:23]. Given the reactants Br[C:2]1[CH2:11][CH2:10][C:9]2[C:4](=[CH:5][C:6]([O:12][CH3:13])=[CH:7][CH:8]=2)[C:3]=1[O:14]C(=O)C.[CH3:18][O:19][C:20]1[C:27]([Sn](C)(C)C)=[CH:26][C:25]([O:32][CH3:33])=[CH:24][C:21]=1[C:22]#[N:23].[OH-].[Na+].C([O-])(=O)C.Cl, predict the reaction product. (4) Given the reactants CO[C:3]([C:5]1[N:6]=[C:7]([C:23]#[N:24])[C:8]2[C:13]([C:14]=1[OH:15])=[CH:12][CH:11]=[C:10]([O:16][C:17]1[CH:22]=[CH:21][CH:20]=[CH:19][CH:18]=1)[CH:9]=2)=[O:4].[C:25]([O:29][C:30]([N:32]1[CH2:37][CH2:36][C:35]([NH2:42])([CH2:38][C:39]([OH:41])=[O:40])[CH2:34][CH2:33]1)=[O:31])([CH3:28])([CH3:27])[CH3:26].C[O-].[Na+].Cl, predict the reaction product. The product is: [C:25]([O:29][C:30]([N:32]1[CH2:33][CH2:34][C:35]([CH2:38][C:39]([OH:41])=[O:40])([NH:42][C:3]([C:5]2[N:6]=[C:7]([C:23]#[N:24])[C:8]3[C:13]([C:14]=2[OH:15])=[CH:12][CH:11]=[C:10]([O:16][C:17]2[CH:18]=[CH:19][CH:20]=[CH:21][CH:22]=2)[CH:9]=3)=[O:4])[CH2:36][CH2:37]1)=[O:31])([CH3:28])([CH3:26])[CH3:27]. (5) The product is: [Cl:15][C:13]1[CH:14]=[C:2]([Cl:1])[C:3]([O:4][C@@H:5]([CH3:10])[C:6]([O:8][CH3:9])=[O:7])=[CH:11][C:12]=1[O:16][C:17]1[N:21]([CH3:22])[N:20]=[C:19]([CH3:23])[C:18]=1[C:24]([NH:26][NH:27][C:28]([O:30][C:31]([CH3:34])([CH3:33])[CH3:32])=[O:29])=[O:25]. Given the reactants [Cl:1][C:2]1[CH:14]=[C:13]([Cl:15])[C:12]([O:16][C:17]2[N:21]([CH3:22])[N:20]=[C:19]([CH3:23])[C:18]=2[C:24]([NH:26][NH2:27])=[O:25])=[CH:11][C:3]=1[O:4][C@@H:5]([CH3:10])[C:6]([O:8][CH3:9])=[O:7].[C:28](O[C:28]([O:30][C:31]([CH3:34])([CH3:33])[CH3:32])=[O:29])([O:30][C:31]([CH3:34])([CH3:33])[CH3:32])=[O:29].C(N(CC)CC)C.O, predict the reaction product. (6) Given the reactants [NH2:1][CH2:2][CH2:3][CH:4]1[O:10][CH2:9][CH2:8][N:7]([C:11]([O:13][C:14]([CH3:17])([CH3:16])[CH3:15])=[O:12])[CH2:6][CH:5]1[C:18]1[CH:23]=[CH:22][C:21]([Cl:24])=[C:20]([Cl:25])[CH:19]=1.C(N(CC)CC)C.[CH3:33][S:34](Cl)(=[O:36])=[O:35].O, predict the reaction product. The product is: [Cl:25][C:20]1[CH:19]=[C:18]([CH:5]2[CH:4]([CH2:3][CH2:2][NH:1][S:34]([CH3:33])(=[O:36])=[O:35])[O:10][CH2:9][CH2:8][N:7]([C:11]([O:13][C:14]([CH3:17])([CH3:16])[CH3:15])=[O:12])[CH2:6]2)[CH:23]=[CH:22][C:21]=1[Cl:24]. (7) The product is: [CH3:1][O:2][C:3](=[O:42])[C:4]1[CH:5]=[CH:6][C:7]([C:10]2[N:11]([CH2:35][C:36]3[CH:41]=[CH:40][CH:39]=[CH:38][CH:37]=3)[C:12](=[O:34])[N:13]([CH2:15][C:16]3[CH:21]=[CH:20][C:19]([C:22]([F:24])([F:23])[P:25]([OH:30])([OH:27])=[O:26])=[C:18]([Br:33])[CH:17]=3)[CH:14]=2)=[CH:8][CH:9]=1. Given the reactants [CH3:1][O:2][C:3](=[O:42])[C:4]1[CH:9]=[CH:8][C:7]([C:10]2[N:11]([CH2:35][C:36]3[CH:41]=[CH:40][CH:39]=[CH:38][CH:37]=3)[C:12](=[O:34])[N:13]([CH2:15][C:16]3[CH:21]=[CH:20][C:19]([C:22]([P:25]([O:30]CC)([O:27]CC)=[O:26])([F:24])[F:23])=[C:18]([Br:33])[CH:17]=3)[CH:14]=2)=[CH:6][CH:5]=1.I[Si](C)(C)C, predict the reaction product. (8) Given the reactants FC(F)(F)C(O)=O.[CH:8]1([CH2:11][CH2:12][O:13][C:14]2[NH:15][C:16]([NH2:25])=[C:17]3[C:21]([N:22]=2)=[N:20][C:19]([O:23][CH3:24])=[N:18]3)[CH2:10][CH2:9]1.Br[CH2:27][CH2:28][CH:29]1[CH2:34][CH2:33][O:32][C:31]([CH3:36])([CH3:35])[CH2:30]1, predict the reaction product. The product is: [CH:8]1([CH2:11][CH2:12][O:13][C:14]2[N:22]=[C:21]3[C:17]([N:18]=[C:19]([O:23][CH3:24])[N:20]3[CH2:27][CH2:28][CH:29]3[CH2:34][CH2:33][O:32][C:31]([CH3:36])([CH3:35])[CH2:30]3)=[C:16]([NH2:25])[N:15]=2)[CH2:10][CH2:9]1. (9) Given the reactants C([O:4][CH2:5][C:6]1([C:17]2[O:18][C:19]([C:30]3[CH:35]=[CH:34][C:33]([O:36][CH3:37])=[CH:32][CH:31]=3)=[C:20]([C:22]3[CH:27]=[CH:26][C:25]([O:28][CH3:29])=[CH:24][CH:23]=3)[N:21]=2)[CH2:11][CH2:10][N:9]([C:12](=[O:16])[N:13]([OH:15])[CH3:14])[CH2:8][CH2:7]1)(=O)C.C(=O)([O-])[O-].[K+].[K+], predict the reaction product. The product is: [CH3:29][O:28][C:25]1[CH:24]=[CH:23][C:22]([C:20]2[N:21]=[C:17]([C:6]3([CH2:5][OH:4])[CH2:7][CH2:8][N:9]([C:12](=[O:16])[N:13]([OH:15])[CH3:14])[CH2:10][CH2:11]3)[O:18][C:19]=2[C:30]2[CH:31]=[CH:32][C:33]([O:36][CH3:37])=[CH:34][CH:35]=2)=[CH:27][CH:26]=1.